The task is: Predict which catalyst facilitates the given reaction.. This data is from Catalyst prediction with 721,799 reactions and 888 catalyst types from USPTO. (1) Reactant: [NH2:1][CH2:2][C:3]([CH3:7])([CH3:6])[CH2:4][OH:5].S=[C:9]1[CH2:13][S:12][C:11](=[O:14])[NH:10]1. Product: [OH:5][CH2:4][C:3]([CH3:7])([CH3:6])[CH2:2][NH:1][C:9]1[CH2:13][S:12][C:11](=[O:14])[N:10]=1. The catalyst class is: 8. (2) Reactant: Br[CH:2]1[NH:7][CH2:6][CH2:5][N:4]([C:8]2[CH:13]=[CH:12][C:11]([Cl:14])=[CH:10][CH:9]=2)[CH2:3]1.[CH3:15][C:16]([CH3:20])([CH3:19])[CH:17]=[O:18].[CH3:21][N:22]1[CH2:27][CH2:26][NH:25][CH2:24][CH2:23]1. Product: [CH3:15][C:16]([CH3:20])([C:17]([N:7]1[CH2:6][CH2:5][N:4]([C:8]2[CH:13]=[CH:12][C:11]([Cl:14])=[CH:10][CH:9]=2)[CH2:3][CH2:2]1)=[O:18])[CH2:19][N:25]1[CH2:26][CH2:27][N:22]([CH3:21])[CH2:23][CH2:24]1. The catalyst class is: 60. (3) Reactant: C(OC[N:5]1[CH:9]=[C:8]([N+:10]([O-:12])=[O:11])[N:7]=[C:6]1Br)C.[ClH:14]. Product: [Cl:14][C:6]1[NH:5][CH:9]=[C:8]([N+:10]([O-:12])=[O:11])[N:7]=1. The catalyst class is: 6. (4) Reactant: [CH3:1][O:2][C:3]1[CH:8]=[C:7]([N+:9]([O-])=O)[CH:6]=[CH:5][C:4]=1[C:12]1[CH:17]=[CH:16][CH:15]=[C:14]([C:18]([OH:20])=[O:19])[CH:13]=1. Product: [NH2:9][C:7]1[CH:6]=[CH:5][C:4]([C:12]2[CH:17]=[CH:16][CH:15]=[C:14]([C:18]([OH:20])=[O:19])[CH:13]=2)=[C:3]([O:2][CH3:1])[CH:8]=1. The catalyst class is: 45. (5) Reactant: [O:1]=[C:2]1[C:10]2[C:5](=[CH:6][CH:7]=[CH:8][CH:9]=2)[CH:4]([CH2:11][C:12]([OH:14])=[O:13])[NH:3]1.[H-].[Na+].[CH2:17](Br)[C:18]1[CH:23]=[CH:22][CH:21]=[CH:20][CH:19]=1. Product: [CH2:17]([O:13][C:12](=[O:14])[CH2:11][CH:4]1[C:5]2[C:10](=[CH:9][CH:8]=[CH:7][CH:6]=2)[C:2](=[O:1])[N:3]1[CH2:4][C:5]1[CH:10]=[CH:9][CH:8]=[CH:7][CH:6]=1)[C:18]1[CH:23]=[CH:22][CH:21]=[CH:20][CH:19]=1. The catalyst class is: 31.